This data is from NCI-60 drug combinations with 297,098 pairs across 59 cell lines. The task is: Regression. Given two drug SMILES strings and cell line genomic features, predict the synergy score measuring deviation from expected non-interaction effect. (1) Drug 1: CCC1=CC2CC(C3=C(CN(C2)C1)C4=CC=CC=C4N3)(C5=C(C=C6C(=C5)C78CCN9C7C(C=CC9)(C(C(C8N6C)(C(=O)OC)O)OC(=O)C)CC)OC)C(=O)OC. Drug 2: CC1CC(C(C(C=C(C(C(C=CC=C(C(=O)NC2=CC(=O)C(=C(C1)C2=O)OC)C)OC)OC(=O)N)C)C)O)OC. Cell line: NCIH23. Synergy scores: CSS=7.28, Synergy_ZIP=-25.1, Synergy_Bliss=-69.1, Synergy_Loewe=-69.3, Synergy_HSA=-65.4. (2) Drug 1: CC1=C(C(=CC=C1)Cl)NC(=O)C2=CN=C(S2)NC3=CC(=NC(=N3)C)N4CCN(CC4)CCO. Drug 2: CC1C(C(CC(O1)OC2CC(OC(C2O)C)OC3=CC4=CC5=C(C(=O)C(C(C5)C(C(=O)C(C(C)O)O)OC)OC6CC(C(C(O6)C)O)OC7CC(C(C(O7)C)O)OC8CC(C(C(O8)C)O)(C)O)C(=C4C(=C3C)O)O)O)O. Cell line: NCI/ADR-RES. Synergy scores: CSS=8.65, Synergy_ZIP=-3.16, Synergy_Bliss=-1.69, Synergy_Loewe=-0.881, Synergy_HSA=-0.558. (3) Drug 1: COC1=NC(=NC2=C1N=CN2C3C(C(C(O3)CO)O)O)N. Drug 2: COCCOC1=C(C=C2C(=C1)C(=NC=N2)NC3=CC=CC(=C3)C#C)OCCOC.Cl. Cell line: HT29. Synergy scores: CSS=4.03, Synergy_ZIP=1.79, Synergy_Bliss=4.82, Synergy_Loewe=3.04, Synergy_HSA=1.95. (4) Drug 1: CC(C)CN1C=NC2=C1C3=CC=CC=C3N=C2N. Drug 2: CCC1(C2=C(COC1=O)C(=O)N3CC4=CC5=C(C=CC(=C5CN(C)C)O)N=C4C3=C2)O.Cl. Cell line: HL-60(TB). Synergy scores: CSS=57.1, Synergy_ZIP=7.75, Synergy_Bliss=13.7, Synergy_Loewe=-16.2, Synergy_HSA=2.32. (5) Drug 1: C1=C(C(=O)NC(=O)N1)N(CCCl)CCCl. Drug 2: CN(CCCl)CCCl.Cl. Cell line: 786-0. Synergy scores: CSS=25.0, Synergy_ZIP=-13.4, Synergy_Bliss=-13.1, Synergy_Loewe=-15.0, Synergy_HSA=-11.8. (6) Drug 1: C1=CC(=CC=C1CCC2=CNC3=C2C(=O)NC(=N3)N)C(=O)NC(CCC(=O)O)C(=O)O. Drug 2: CCCS(=O)(=O)NC1=C(C(=C(C=C1)F)C(=O)C2=CNC3=C2C=C(C=N3)C4=CC=C(C=C4)Cl)F. Cell line: HCC-2998. Synergy scores: CSS=30.2, Synergy_ZIP=5.90, Synergy_Bliss=3.39, Synergy_Loewe=-14.9, Synergy_HSA=-4.14.